From a dataset of Forward reaction prediction with 1.9M reactions from USPTO patents (1976-2016). Predict the product of the given reaction. Given the reactants C(OS([C:9]1[CH:14]=[CH:13][C:12]([CH3:15])=CC=1)(=O)=O)CC#C.[NH:16]1C[CH2:20][CH2:19][CH2:18][CH2:17]1.C(=O)([O-])[O-].[K+].[K+], predict the reaction product. The product is: [CH2:17]([N:16]1[CH2:15][CH2:12][CH2:13][CH2:14][CH2:9]1)[CH2:18][C:19]#[CH:20].